Predict which catalyst facilitates the given reaction. From a dataset of Catalyst prediction with 721,799 reactions and 888 catalyst types from USPTO. (1) Reactant: [NH2:1][N:2]1[C:6](=[O:7])[C:5]2=[CH:8][CH:9]=[CH:10][CH:11]=[C:4]2[C:3]1=[O:12].CO[CH:15]1[CH2:19][CH2:18][CH:17](OC)O1.Cl. Product: [N:1]1([N:2]2[C:3](=[O:12])[C:4]3[C:5](=[CH:8][CH:9]=[CH:10][CH:11]=3)[C:6]2=[O:7])[CH:15]=[CH:19][CH:18]=[CH:17]1. The catalyst class is: 12. (2) Reactant: [C:1]([C:4]1[C:5]([NH:25][C:26]2[CH:31]=[CH:30][CH:29]=[CH:28][CH:27]=2)=[N:6][N:7]([C:9]2([CH2:22][C:23]#[N:24])[CH2:14][CH2:13][N:12](C(OC(C)(C)C)=O)[CH2:11][CH2:10]2)[CH:8]=1)(=[O:3])[NH2:2].[C:32]([OH:38])([C:34]([F:37])([F:36])[F:35])=[O:33]. Product: [F:35][C:34]([F:37])([F:36])[C:32]([O-:38])=[O:33].[C:1]([C:4]1[C:5]([NH:25][C:26]2[CH:31]=[CH:30][CH:29]=[CH:28][CH:27]=2)=[N:6][N:7]([C:9]2([CH2:22][C:23]#[N:24])[CH2:14][CH2:13][NH2+:12][CH2:11][CH2:10]2)[CH:8]=1)(=[O:3])[NH2:2]. The catalyst class is: 2. (3) Reactant: [Br:1][C@@H:2]1[CH2:10][C:9]2[C:4](=[CH:5][CH:6]=[CH:7][CH:8]=2)[C@H:3]1O.C1(C)C(S(O)(=O)=O)=CC=CC=1. Product: [Br:1][C:2]1[CH2:10][C:9]2[C:4]([CH:3]=1)=[CH:5][CH:6]=[CH:7][CH:8]=2. The catalyst class is: 11. (4) Reactant: [Cl:1][C:2]1[CH:3]=[CH:4][C:5]2[NH:11]/[C:10](=[N:12]\[NH2:13])/[CH:9]([CH2:14][C:15]3[S:16][C:17]([CH2:20][CH2:21][C:22]([O:24][CH3:25])=[O:23])=[CH:18][N:19]=3)[CH2:8][CH:7]([C:26]3[CH:31]=[CH:30][CH:29]=[C:28]([O:32][CH3:33])[C:27]=3[O:34][CH3:35])[C:6]=2[CH:36]=1.[C:37](O[C:37](=O)[CH:38]([CH3:40])[CH3:39])(=O)[CH:38]([CH3:40])[CH3:39].C(O)(=O)C(C)C.C1(C)C=CC=CC=1. Product: [Cl:1][C:2]1[CH:3]=[CH:4][C:5]2[N:11]3[C:37]([CH:38]([CH3:40])[CH3:39])=[N:13][N:12]=[C:10]3[CH:9]([CH2:14][C:15]3[S:16][C:17]([CH2:20][CH2:21][C:22]([O:24][CH3:25])=[O:23])=[CH:18][N:19]=3)[CH2:8][CH:7]([C:26]3[CH:31]=[CH:30][CH:29]=[C:28]([O:32][CH3:33])[C:27]=3[O:34][CH3:35])[C:6]=2[CH:36]=1. The catalyst class is: 4.